From a dataset of Forward reaction prediction with 1.9M reactions from USPTO patents (1976-2016). Predict the product of the given reaction. (1) Given the reactants [N:1]1([C:7]2[CH:12]=[CH:11][C:10]([NH:13][C:14]([C:16]3[CH2:21][CH2:20][CH2:19][CH2:18][C:17]=3[C:22]3[CH:27]=[CH:26][C:25]([C:28]([F:31])([F:30])[F:29])=[CH:24][CH:23]=3)=[O:15])=[CH:9][CH:8]=2)[CH2:6][CH2:5][NH:4][CH2:3][CH2:2]1.[CH:32]([NH:34][C:35]1[S:36][CH:37]=[C:38]([CH2:40][C:41](O)=[O:42])[N:39]=1)=[O:33].ON1C2C=CC=CC=2N=N1.Cl.CN(C)CCCN=C=NCC, predict the reaction product. The product is: [CH:32]([NH:34][C:35]1[S:36][CH:37]=[C:38]([CH2:40][C:41]([N:4]2[CH2:5][CH2:6][N:1]([C:7]3[CH:8]=[CH:9][C:10]([NH:13][C:14]([C:16]4[CH2:21][CH2:20][CH2:19][CH2:18][C:17]=4[C:22]4[CH:23]=[CH:24][C:25]([C:28]([F:29])([F:31])[F:30])=[CH:26][CH:27]=4)=[O:15])=[CH:11][CH:12]=3)[CH2:2][CH2:3]2)=[O:42])[N:39]=1)=[O:33]. (2) Given the reactants [N:1]([C:4]1[CH:9]=[C:8]([C:10]([O:12]C)=O)[C:7]([CH3:14])=[CH:6][C:5]=1[C:15]([O:17]C)=O)=[C:2]=[S:3].[CH3:19][O:20][C:21]1[CH:26]=[C:25]([O:27][CH3:28])[N:24]=[C:23]([NH2:29])[N:22]=1.[OH-].[Na+].Cl.CCN(C(C)C)C(C)C.CN(C(ON1N=NC2C=CC=NC1=2)=[N+](C)C)C.F[P-](F)(F)(F)(F)F.[Cl:66][C:67]1[CH:74]=[CH:73][C:70]([CH2:71][NH2:72])=[CH:69][CH:68]=1, predict the reaction product. The product is: [Cl:66][C:67]1[CH:74]=[CH:73][C:70]([CH2:71][NH:72][C:10]([C:8]2[CH:9]=[C:4]3[C:5]([C:15](=[O:17])[N:29]([C:23]4[N:24]=[C:25]([O:27][CH3:28])[CH:26]=[C:21]([O:20][CH3:19])[N:22]=4)[C:2](=[S:3])[NH:1]3)=[CH:6][C:7]=2[CH3:14])=[O:12])=[CH:69][CH:68]=1. (3) Given the reactants [CH3:1][CH:2]([C:4]1[CH:5]=[N:6][C:7]2[C:12]([C:13]=1[C:14]1[CH:19]=[CH:18][CH:17]=[C:16]([OH:20])[CH:15]=1)=[CH:11][CH:10]=[CH:9][C:8]=2[Cl:21])[CH3:3].[CH3:22][NH:23][S:24]([C:27]1[CH:28]=[C:29]([CH:33]=[CH:34][CH:35]=1)[C:30](O)=[O:31])(=[O:26])=[O:25], predict the reaction product. The product is: [CH3:22][NH:23][S:24]([C:27]1[CH:28]=[C:29]([CH:33]=[CH:34][CH:35]=1)[C:30]([O:20][C:16]1[CH:17]=[CH:18][CH:19]=[C:14]([C:13]2[C:12]3[C:7](=[C:8]([Cl:21])[CH:9]=[CH:10][CH:11]=3)[N:6]=[CH:5][C:4]=2[CH:2]([CH3:1])[CH3:3])[CH:15]=1)=[O:31])(=[O:25])=[O:26]. (4) Given the reactants [NH2:1][C:2]1[C:7]2[N:8]=[C:9]([S:24][C:25]3[C:34]([I:35])=[CH:33][C:28]4[O:29][CH2:30][CH2:31][O:32][C:27]=4[CH:26]=3)[N:10]([CH2:11][CH2:12][N:13]3C(=O)C4C(=CC=CC=4)C3=O)[C:6]=2[CH:5]=[CH:4][N:3]=1.NCCN1C2C=CN=C(N)C=2N=C1SC1C(I)=CC2OCOC=2C=1, predict the reaction product. The product is: [NH2:13][CH2:12][CH2:11][N:10]1[C:6]2[CH:5]=[CH:4][N:3]=[C:2]([NH2:1])[C:7]=2[N:8]=[C:9]1[S:24][C:25]1[C:34]([I:35])=[CH:33][C:28]2[O:29][CH2:30][CH2:31][O:32][C:27]=2[CH:26]=1.